This data is from Peptide-MHC class I binding affinity with 185,985 pairs from IEDB/IMGT. The task is: Regression. Given a peptide amino acid sequence and an MHC pseudo amino acid sequence, predict their binding affinity value. This is MHC class I binding data. (1) The peptide sequence is CADGTRHTY. The MHC is HLA-B27:05 with pseudo-sequence HLA-B27:05. The binding affinity (normalized) is 0.0847. (2) The peptide sequence is GLYKSAPRR. The MHC is HLA-A03:01 with pseudo-sequence HLA-A03:01. The binding affinity (normalized) is 0.667. (3) The peptide sequence is TYQRTRALP. The MHC is H-2-Kd with pseudo-sequence H-2-Kd. The binding affinity (normalized) is 0.